From a dataset of Forward reaction prediction with 1.9M reactions from USPTO patents (1976-2016). Predict the product of the given reaction. (1) Given the reactants [OH:1][CH2:2][C@@H:3]1[N:8]([C:9]([O:11][CH2:12][C:13]2[CH:18]=[CH:17][CH:16]=[CH:15][CH:14]=2)=[O:10])[CH2:7][C@@H:6]([C:19]([O:21][CH3:22])=[O:20])[CH2:5][CH2:4]1.C(=O)=O, predict the reaction product. The product is: [OH:1][CH2:2][C@H:3]1[N:8]([C:9]([O:11][CH2:12][C:13]2[CH:18]=[CH:17][CH:16]=[CH:15][CH:14]=2)=[O:10])[CH2:7][C@@H:6]([C:19]([O:21][CH3:22])=[O:20])[CH2:5][CH2:4]1. (2) Given the reactants C(OC(=O)[NH:7][C@H:8]([CH2:13][N:14]([C:27]1[CH:32]=[CH:31][C:30]([O:33][Si](C(C)(C)C)(C)C)=[CH:29][CH:28]=1)[C:15]([C@@H:17]1[CH2:19][C@H:18]1[C:20]1[CH:25]=[CH:24][C:23]([F:26])=[CH:22][N:21]=1)=[O:16])[C@@H:9]([CH3:12])[CH2:10][CH3:11])(C)(C)C.[CH3:55][CH2:56][CH2:57][CH2:58][N+]([CH2:55][CH2:56][CH2:57][CH3:58])([CH2:55][CH2:56][CH2:57][CH3:58])[CH2:55][CH2:56][CH2:57][CH3:58].[F-].[CH2:60]1COCC1, predict the reaction product. The product is: [NH2:7][C@@H:8]([C@@H:9]([CH3:12])[CH2:10][CH3:11])[CH2:13][N:14]([C:27]1[CH:28]=[CH:29][C:30]([O:33][CH2:60][CH:58]2[CH2:57][CH2:56][CH2:55]2)=[CH:31][CH:32]=1)[C:15]([C@@H:17]1[CH2:19][C@H:18]1[C:20]1[CH:25]=[CH:24][C:23]([F:26])=[CH:22][N:21]=1)=[O:16]. (3) Given the reactants [C:1]([CH:5]1[CH2:14][CH2:13][C:12]2[N:11]=[C:10]([S:15][CH2:16][C:17]#[N:18])[C:9]([C:19]#[N:20])=[CH:8][C:7]=2[CH2:6]1)([CH3:4])([CH3:3])[CH3:2].ClC1C=C(C=CC=1)C(OO)=[O:26], predict the reaction product. The product is: [C:1]([CH:5]1[CH2:14][CH2:13][C:12]2[N:11]=[C:10]([S:15]([CH2:16][C:17]#[N:18])=[O:26])[C:9]([C:19]#[N:20])=[CH:8][C:7]=2[CH2:6]1)([CH3:4])([CH3:2])[CH3:3]. (4) Given the reactants N(C(OCC)=O)=NC(OCC)=O.[Cl:13][C:14]1[CH:33]=[CH:32][C:17]([NH:18][C:19]2[C:28]3[C:23](=[CH:24][C:25]([OH:31])=[C:26]([O:29][CH3:30])[CH:27]=3)[N:22]=[CH:21][N:20]=2)=[C:16]([F:34])[CH:15]=1.[S:35]1[CH:39]=[CH:38][C:37]([CH2:40]O)=[CH:36]1.C1(P(C2C=CC=CC=2)C2C=CC=CC=2)C=CC=CC=1, predict the reaction product. The product is: [ClH:13].[Cl:13][C:14]1[CH:33]=[CH:32][C:17]([NH:18][C:19]2[C:28]3[C:23](=[CH:24][C:25]([O:31][CH2:40][C:37]4[CH:38]=[CH:39][S:35][CH:36]=4)=[C:26]([O:29][CH3:30])[CH:27]=3)[N:22]=[CH:21][N:20]=2)=[C:16]([F:34])[CH:15]=1. (5) Given the reactants Cl[C:2]1[C:3]2[N:4]([C:13]([O:16]C)=[N:14][N:15]=2)[C:5]2[C:10]([N:11]=1)=[CH:9][CH:8]=[C:7]([F:12])[CH:6]=2.[CH3:18][O:19][C:20]1[CH:27]=[CH:26][C:23]([CH2:24][NH2:25])=[CH:22][CH:21]=1.C1CCCCC=1, predict the reaction product. The product is: [F:12][C:7]1[CH:6]=[C:5]2[C:10]([N:11]=[C:2]([NH:25][CH2:24][C:23]3[CH:26]=[CH:27][C:20]([O:19][CH3:18])=[CH:21][CH:22]=3)[C:3]3[N:4]2[C:13](=[O:16])[NH:14][N:15]=3)=[CH:9][CH:8]=1. (6) Given the reactants [F:1][C:2]1[C:10]([CH:11]=O)=[CH:9][CH:8]=[C:7]2[C:3]=1[CH:4]=[N:5][NH:6]2.[NH2:13]/[C:14](/[CH3:18])=[CH:15]\[C:16]#[N:17], predict the reaction product. The product is: [F:1][C:2]1[C:10]([CH:11]2[C:15]([C:16]#[N:17])=[C:14]([CH3:18])[NH:13][C:2]([CH3:10])=[C:3]2[C:4]#[N:5])=[CH:9][CH:8]=[C:7]2[C:3]=1[CH:4]=[N:5][NH:6]2. (7) The product is: [NH2:12][C:9]1[CH:8]=[CH:7][CH:6]=[C:5]2[C:10]=1[CH:11]=[C:2]([CH3:1])[N:3]=[CH:4]2. Given the reactants [CH3:1][C:2]1[N:3]=[CH:4][C:5]2[C:10]([CH:11]=1)=[C:9]([N+:12]([O-])=O)[CH:8]=[CH:7][CH:6]=2, predict the reaction product. (8) Given the reactants [H-].[H-].[H-].[H-].[Li+].[Al+3].[CH3:7][C:8]1([CH3:31])[CH2:12][CH2:11][CH2:10][N:9]1[CH2:13][CH2:14][CH2:15][O:16][C:17]1[CH:22]=[CH:21][C:20]([C:23]2([C:29]#[N:30])[CH2:28][CH2:27][CH2:26][CH2:25][CH2:24]2)=[CH:19][CH:18]=1.O.[OH-].[Na+], predict the reaction product. The product is: [NH3:9].[CH3:7][C:8]1([CH3:31])[CH2:12][CH2:11][CH2:10][N:9]1[CH2:13][CH2:14][CH2:15][O:16][C:17]1[CH:22]=[CH:21][C:20]([C:23]2([CH2:29][NH2:30])[CH2:28][CH2:27][CH2:26][CH2:25][CH2:24]2)=[CH:19][CH:18]=1. (9) Given the reactants Cl.[CH3:2][N:3]1[CH:7]=[C:6]([NH2:8])[N:5]=[CH:4]1.[Cl:9][C:10]1[N:11]=[C:12](Cl)[C:13]2[CH:19]=[CH:18][CH:17]=[N:16][C:14]=2[N:15]=1, predict the reaction product. The product is: [Cl:9][C:10]1[N:11]=[C:12]([NH:8][C:6]2[N:5]=[CH:4][N:3]([CH3:2])[CH:7]=2)[C:13]2[CH:19]=[CH:18][CH:17]=[N:16][C:14]=2[N:15]=1. (10) Given the reactants Cl[C:2]([C:14]1[CH:19]=[CH:18][CH:17]=[C:16]([Br:20])[CH:15]=1)=[N:3][N:4]=[C:5](Cl)[C:6]1[CH:11]=[CH:10][CH:9]=[C:8]([Br:12])[CH:7]=1.[Br:21][C:22]1[CH:23]=[C:24]([CH:26]=[CH:27][CH:28]=1)[NH2:25].CN(C)C1C=CC=CC=1.Cl, predict the reaction product. The product is: [Br:20][C:16]1[CH:15]=[C:14]([C:2]2[N:25]([C:24]3[CH:26]=[CH:27][CH:28]=[C:22]([Br:21])[CH:23]=3)[C:5]([C:6]3[CH:11]=[CH:10][CH:9]=[C:8]([Br:12])[CH:7]=3)=[N:4][N:3]=2)[CH:19]=[CH:18][CH:17]=1.